From a dataset of Catalyst prediction with 721,799 reactions and 888 catalyst types from USPTO. Predict which catalyst facilitates the given reaction. (1) Reactant: [Cl:1][C:2]1[CH:24]=[CH:23][C:5]2[N:6]=[C:7]([NH:9][C:10]3[N:14]([CH3:15])[C:13]4[CH:16]=[CH:17][C:18]([C:20]([OH:22])=O)=[CH:19][C:12]=4[N:11]=3)[S:8][C:4]=2[CH:3]=1.[C:25]([O:29][C:30](=[O:38])[N:31]([CH2:35][CH2:36][NH2:37])[CH2:32][CH2:33][F:34])([CH3:28])([CH3:27])[CH3:26].CN(C(ON1N=NC2C=CC=CC1=2)=[N+](C)C)C.F[P-](F)(F)(F)(F)F.CCN(C(C)C)C(C)C. Product: [C:25]([O:29][C:30](=[O:38])[N:31]([CH2:35][CH2:36][NH:37][C:20]([C:18]1[CH:17]=[CH:16][C:13]2[N:14]([CH3:15])[C:10]([NH:9][C:7]3[S:8][C:4]4[CH:3]=[C:2]([Cl:1])[CH:24]=[CH:23][C:5]=4[N:6]=3)=[N:11][C:12]=2[CH:19]=1)=[O:22])[CH2:32][CH2:33][F:34])([CH3:28])([CH3:26])[CH3:27]. The catalyst class is: 3. (2) Reactant: [NH2:1][C:2]1[CH:3]=[CH:4][CH:5]=[C:6]2[C:11]=1[N:10]=[CH:9][CH:8]=[CH:7]2.[Cl:12][C:13]1[CH:18]=[C:17]([Cl:19])[CH:16]=[C:15]([Cl:20])[C:14]=1[S:21](Cl)(=[O:23])=[O:22]. Product: [Cl:12][C:13]1[CH:18]=[C:17]([Cl:19])[CH:16]=[C:15]([Cl:20])[C:14]=1[S:21]([NH:1][C:2]1[CH:3]=[CH:4][CH:5]=[C:6]2[C:11]=1[N:10]=[CH:9][CH:8]=[CH:7]2)(=[O:23])=[O:22]. The catalyst class is: 142. (3) Reactant: O.[OH-].[Li+].C[O:5][C:6](=[O:22])[CH2:7][C@@H:8]1[CH2:13][CH2:12][C@@H:11]([NH:14][C:15]([O:17][C:18]([CH3:21])([CH3:20])[CH3:19])=[O:16])[CH2:10][O:9]1. Product: [C:18]([O:17][C:15]([NH:14][C@H:11]1[CH2:10][O:9][C@H:8]([CH2:7][C:6]([OH:22])=[O:5])[CH2:13][CH2:12]1)=[O:16])([CH3:21])([CH3:19])[CH3:20]. The catalyst class is: 24.